This data is from NCI-60 drug combinations with 297,098 pairs across 59 cell lines. The task is: Regression. Given two drug SMILES strings and cell line genomic features, predict the synergy score measuring deviation from expected non-interaction effect. (1) Drug 1: C1CN1P(=S)(N2CC2)N3CC3. Drug 2: B(C(CC(C)C)NC(=O)C(CC1=CC=CC=C1)NC(=O)C2=NC=CN=C2)(O)O. Cell line: SF-268. Synergy scores: CSS=44.4, Synergy_ZIP=1.22, Synergy_Bliss=2.66, Synergy_Loewe=-32.8, Synergy_HSA=4.18. (2) Drug 1: C1=CC=C(C=C1)NC(=O)CCCCCCC(=O)NO. Drug 2: CN(C(=O)NC(C=O)C(C(C(CO)O)O)O)N=O. Cell line: SF-268. Synergy scores: CSS=5.39, Synergy_ZIP=0.155, Synergy_Bliss=2.16, Synergy_Loewe=-3.36, Synergy_HSA=0.844. (3) Drug 1: CN(C)N=NC1=C(NC=N1)C(=O)N. Drug 2: CCN(CC)CCNC(=O)C1=C(NC(=C1C)C=C2C3=C(C=CC(=C3)F)NC2=O)C. Cell line: SF-268. Synergy scores: CSS=-12.4, Synergy_ZIP=5.80, Synergy_Bliss=2.51, Synergy_Loewe=-5.32, Synergy_HSA=-4.58. (4) Drug 1: CC1C(C(CC(O1)OC2CC(CC3=C2C(=C4C(=C3O)C(=O)C5=C(C4=O)C(=CC=C5)OC)O)(C(=O)C)O)N)O.Cl. Drug 2: C1=NC2=C(N1)C(=S)N=C(N2)N. Cell line: NCI/ADR-RES. Synergy scores: CSS=26.0, Synergy_ZIP=-2.45, Synergy_Bliss=-4.63, Synergy_Loewe=-4.70, Synergy_HSA=-3.29.